Predict the reaction yield, written as a fraction of the theoretical maximum amount of product (1.0 means a 100% yield; for example, 0.34 means a 34% yield). From a dataset of Reaction yield outcomes from USPTO patents with 853,638 reactions. (1) The reactants are O[CH:2]([P:12](=[O:19])([O:16][CH2:17][CH3:18])[O:13][CH2:14][CH3:15])[C:3]1[CH:8]=[CH:7][C:6]([N+:9]([O-:11])=[O:10])=[CH:5][CH:4]=1.C(N(S(F)(F)[F:26])CC)C.OP([O-])(O)=O.[Na+]. The catalyst is ClCCl. The product is [F:26][CH:2]([P:12](=[O:19])([O:16][CH2:17][CH3:18])[O:13][CH2:14][CH3:15])[C:3]1[CH:8]=[CH:7][C:6]([N+:9]([O-:11])=[O:10])=[CH:5][CH:4]=1. The yield is 0.430. (2) The reactants are [N+:1]([C:4]1[CH:5]=[C:6]2[C:10](=[CH:11][CH:12]=1)[NH:9][N:8]=[CH:7]2)([O-:3])=[O:2].[Br:13]Br. The catalyst is CO. The product is [Br:13][C:7]1[C:6]2[C:10](=[CH:11][CH:12]=[C:4]([N+:1]([O-:3])=[O:2])[CH:5]=2)[NH:9][N:8]=1. The yield is 0.840. (3) The catalyst is C(#N)C.C1C=CC(P(C2C=CC=CC=2)[C-]2C=CC=C2)=CC=1.C1C=CC(P(C2C=CC=CC=2)[C-]2C=CC=C2)=CC=1.Cl[Pd]Cl.[Fe+2]. The reactants are Br[C:2]1[C:3]([C:11]2[S:12][C:13]([Cl:16])=[CH:14][CH:15]=2)=[N:4][N:5]([CH2:7][CH:8]([CH3:10])[CH3:9])[CH:6]=1.C(N(CC)CC)C.[B:24]1([B:24]2[O:28][C:27]([CH3:30])([CH3:29])[C:26]([CH3:32])([CH3:31])[O:25]2)[O:28][C:27]([CH3:30])([CH3:29])[C:26]([CH3:32])([CH3:31])[O:25]1. The yield is 0.820. The product is [Cl:16][C:13]1[S:12][C:11]([C:3]2[C:2]([B:24]3[O:28][C:27]([CH3:30])([CH3:29])[C:26]([CH3:32])([CH3:31])[O:25]3)=[CH:6][N:5]([CH2:7][CH:8]([CH3:10])[CH3:9])[N:4]=2)=[CH:15][CH:14]=1. (4) The reactants are S(Cl)(Cl)=O.[OH:5][CH2:6][C:7]1[CH:12]=[CH:11][N:10]=[C:9]([CH3:13])[CH:8]=1.[Cl:14][C:15]1[CH:34]=[CH:33][C:18]([NH:19][C:20]2[C:29]3[C:24](=[CH:25][C:26](O)=[C:27]([O:30][CH3:31])[CH:28]=3)[N:23]=[CH:22][N:21]=2)=[C:17]([F:35])[CH:16]=1.C(=O)([O-])[O-].[K+].[K+]. The catalyst is C1(C)C=CC=CC=1.CN(C=O)C.O. The product is [Cl:14][C:15]1[CH:34]=[CH:33][C:18]([NH:19][C:20]2[C:29]3[C:24](=[CH:25][C:26]([O:5][CH2:6][C:7]4[CH:12]=[CH:11][N:10]=[C:9]([CH3:13])[CH:8]=4)=[C:27]([O:30][CH3:31])[CH:28]=3)[N:23]=[CH:22][N:21]=2)=[C:17]([F:35])[CH:16]=1. The yield is 0.430. (5) The product is [F:25][C:26]1[CH:31]=[CH:30][C:29]([C:13]([C:9]2[N:8]=[C:7]([NH:18][C:19]3[CH:23]=[C:22]([CH3:24])[NH:21][N:20]=3)[C:6]3[C:11](=[CH:12][C:3]([O:2][CH3:1])=[CH:4][CH:5]=3)[N:10]=2)=[O:15])=[CH:28][CH:27]=1. The catalyst is CC(N(C)C)=O. The yield is 0.950. The reactants are [CH3:1][O:2][C:3]1[CH:12]=[C:11]2[C:6]([C:7]([NH:18][C:19]3[CH:23]=[C:22]([CH3:24])[NH:21][N:20]=3)=[N:8][C:9]([C:13]([O:15]CC)=O)=[N:10]2)=[CH:5][CH:4]=1.[F:25][C:26]1[CH:31]=[CH:30][C:29]([Mg]Br)=[CH:28][CH:27]=1.C1COCC1. (6) The reactants are [Br:1][CH2:2][C:3]1[O:7][N:6]=[C:5]([C:8]([OH:10])=O)[CH:4]=1.C1CCC(N=C=NC2CCCCC2)CC1.[NH2:26][C@@H:27]([CH3:43])[CH2:28][N:29]1[CH:33]=[CH:32][C:31]([C:34]2[CH:41]=[CH:40][C:37]([C:38]#[N:39])=[C:36]([Cl:42])[CH:35]=2)=[N:30]1. The catalyst is C(Cl)Cl. The product is [Br:1][CH2:2][C:3]1[O:7][N:6]=[C:5]([C:8]([NH:26][C@@H:27]([CH3:43])[CH2:28][N:29]2[CH:33]=[CH:32][C:31]([C:34]3[CH:41]=[CH:40][C:37]([C:38]#[N:39])=[C:36]([Cl:42])[CH:35]=3)=[N:30]2)=[O:10])[CH:4]=1. The yield is 0.830.